Dataset: Retrosynthesis with 50K atom-mapped reactions and 10 reaction types from USPTO. Task: Predict the reactants needed to synthesize the given product. (1) Given the product Cc1c(C(=O)c2cccc(Cl)c2Cl)c2ccsc2n1CCN1CCOCC1, predict the reactants needed to synthesize it. The reactants are: Cc1cc2ccsc2n1CCN1CCOCC1.O=C(Cl)c1cccc(Cl)c1Cl. (2) Given the product CC(C)OCCNc1nc[nH]c1C(N)=O, predict the reactants needed to synthesize it. The reactants are: CC(C)OCCO.NC(=O)c1[nH]cnc1N. (3) Given the product CC[C@H](C)n1cc(C(=O)NCc2ccc(S(C)(=O)=O)cn2)c(=O)c(Br)c1C, predict the reactants needed to synthesize it. The reactants are: CC[C@H](C)n1cc(C(=O)O)c(=O)c(Br)c1C.CS(=O)(=O)c1ccc(CN)nc1. (4) The reactants are: CN(C)S(=O)(=O)Cl.c1ccc(C[C@H]2CN2)cc1. Given the product CN(C)S(=O)(=O)N1CC1Cc1ccccc1, predict the reactants needed to synthesize it. (5) Given the product O=Cc1ccc2c(C=O)c[nH]c2c1, predict the reactants needed to synthesize it. The reactants are: CN(C)C=O.O=Cc1ccc2cc[nH]c2c1. (6) Given the product COC(=O)c1cncc(-c2ccc(C(F)(F)F)cc2F)c1, predict the reactants needed to synthesize it. The reactants are: COC(=O)c1cncc(B2OC(C)(C)C(C)(C)O2)c1.Fc1cc(C(F)(F)F)ccc1Br.